Task: Regression. Given two drug SMILES strings and cell line genomic features, predict the synergy score measuring deviation from expected non-interaction effect.. Dataset: NCI-60 drug combinations with 297,098 pairs across 59 cell lines Drug 1: CC12CCC(CC1=CCC3C2CCC4(C3CC=C4C5=CN=CC=C5)C)O. Drug 2: CC1CCC2CC(C(=CC=CC=CC(CC(C(=O)C(C(C(=CC(C(=O)CC(OC(=O)C3CCCCN3C(=O)C(=O)C1(O2)O)C(C)CC4CCC(C(C4)OC)O)C)C)O)OC)C)C)C)OC. Cell line: LOX IMVI. Synergy scores: CSS=57.1, Synergy_ZIP=14.1, Synergy_Bliss=13.6, Synergy_Loewe=17.8, Synergy_HSA=18.1.